Dataset: Experimentally validated miRNA-target interactions with 360,000+ pairs, plus equal number of negative samples. Task: Binary Classification. Given a miRNA mature sequence and a target amino acid sequence, predict their likelihood of interaction. The miRNA is hsa-miR-3662 with sequence GAAAAUGAUGAGUAGUGACUGAUG. The protein sequence of the target gene is MEVPPRLSHVPPPLFPSAPATLASRSLSHWRPRPPRQLAPLLPSLAPSSARQGARRAQRHVTAQQPSRLAGGAAIKGGRRRRPDLFRRHFKSSSIQRSAAAAAATRTARQHPPADSSVTMEDMNEYSNIEEFAEGSKINASKNQQDDGKMFIGGLSWDTSKKDLTEYLSRFGEVVDCTIKTDPVTGRSRGFGFVLFKDAASVDKVLELKEHKLDGKLIDPKRAKALKGKEPPKKVFVGGLSPDTSEEQIKEYFGAFGEIENIELPMDTKTNERRGFCFITYTDEEPVKKLLESRYHQIGS.... Result: 1 (interaction).